This data is from Full USPTO retrosynthesis dataset with 1.9M reactions from patents (1976-2016). The task is: Predict the reactants needed to synthesize the given product. (1) Given the product [O:21]=[C:17]1[N:16]([C:15]2[C:9]3[C:10](=[CH:11][N:12]=[C:7]([C:3]4[CH:2]=[N:1][CH:6]=[CH:5][CH:4]=4)[CH:8]=3)[N:13]([CH:22]3[CH2:27][CH2:26][CH2:25][CH2:24][O:23]3)[N:14]=2)[CH2:20][CH2:19][N:18]1[CH2:43][CH:40]1[CH2:41][CH2:42][N:37]([C:35]([O:34][C:30]([CH3:31])([CH3:33])[CH3:32])=[O:36])[CH2:38][CH2:39]1, predict the reactants needed to synthesize it. The reactants are: [N:1]1[CH:6]=[CH:5][CH:4]=[C:3]([C:7]2[CH:8]=[C:9]3[C:15]([N:16]4[CH2:20][CH2:19][NH:18][C:17]4=[O:21])=[N:14][N:13]([CH:22]4[CH2:27][CH2:26][CH2:25][CH2:24][O:23]4)[C:10]3=[CH:11][N:12]=2)[CH:2]=1.[H-].[Na+].[C:30]([O:34][C:35]([N:37]1[CH2:42][CH2:41][CH:40]([CH2:43]Br)[CH2:39][CH2:38]1)=[O:36])([CH3:33])([CH3:32])[CH3:31]. (2) Given the product [F:17][C:18]1[CH:23]=[CH:22][C:21]([O:24][C:6]2[CH:7]=[CH:2][CH:3]=[CH:4][C:5]=2[N+:8]([O-:10])=[O:9])=[CH:20][CH:19]=1, predict the reactants needed to synthesize it. The reactants are: F[C:2]1[CH:7]=[CH:6][C:5]([N+:8]([O-:10])=[O:9])=[CH:4][CH:3]=1.C(=O)([O-])[O-].[K+].[K+].[F:17][C:18]1[CH:23]=[CH:22][C:21]([OH:24])=[CH:20][CH:19]=1.CCOC(C)=O. (3) Given the product [ClH:46].[CH2:21]([N:24]([CH3:25])[CH2:2][CH2:3][CH2:4][N:5]1[C:14]2[CH:13]=[CH:12][C:11]([CH3:15])=[CH:10][C:9]=2[C:8](=[O:16])[C:7]2[N:17]([CH3:20])[N:18]=[CH:19][C:6]1=2)[CH3:22], predict the reactants needed to synthesize it. The reactants are: I[CH2:2][CH2:3][CH2:4][N:5]1[C:14]2[CH:13]=[CH:12][C:11]([CH3:15])=[CH:10][C:9]=2[C:8](=[O:16])[C:7]2[N:17]([CH3:20])[N:18]=[CH:19][C:6]1=2.[CH2:21]([N:24]1C2C=CC(C)=CC=2C(=O)C2N(C)N=C[C:25]1=2)[CH:22]=C.C(NC)C.CO.[Cl:46]CCl. (4) Given the product [CH3:31][C@H:11]1[C:12]2[C:17]([C:18]3[CH2:23][CH2:22][NH:21][CH2:20][CH:19]=3)=[N:16][CH:15]=[N:14][C:13]=2[C@H:9]([OH:8])[CH2:10]1, predict the reactants needed to synthesize it. The reactants are: C(O)(C(F)(F)F)=O.[OH:8][C@H:9]1[C:13]2[N:14]=[CH:15][N:16]=[C:17]([C:18]3[CH2:23][CH2:22][N:21](C(OC(C)(C)C)=O)[CH2:20][CH:19]=3)[C:12]=2[C@H:11]([CH3:31])[CH2:10]1. (5) Given the product [OH:54][C:52]1[CH:53]=[C:48]([CH:49]=[CH:50][C:51]=1[C:55]1[CH:35]=[N:36][CH:58]=[CH:59][CH:60]=1)[CH2:8][NH:9][CH:10]=[C:11]1[C:20]2[C:15](=[CH:16][CH:17]=[C:18]([I:21])[CH:19]=2)[C:14](=[O:22])[NH:13][C:12]1=[O:23], predict the reactants needed to synthesize it. The reactants are: OC1C=C([CH2:8][NH:9][CH:10]=[C:11]2[C:20]3[C:15](=[CH:16][CH:17]=[C:18]([I:21])[CH:19]=3)[C:14](=[O:22])[NH:13][C:12]2=[O:23])C=CC=1C1C=CC=CC=1.IC1C=C2C(=CC=1)C(=O)[NH:36][C:35](=O)C2=COC.NC[C:48]1[CH:49]=[CH:50][C:51]([C:55]2[CH:60]=[CH:59][CH:58]=CN=2)=[C:52]([OH:54])[CH:53]=1.